This data is from Catalyst prediction with 721,799 reactions and 888 catalyst types from USPTO. The task is: Predict which catalyst facilitates the given reaction. (1) Reactant: [NH2:1][C:2]1[S:3][C:4]([C:7]([O:9][CH2:10][CH3:11])=[O:8])=[CH:5][N:6]=1.[C:12](O[C:12]([O:14][C:15]([CH3:18])([CH3:17])[CH3:16])=[O:13])([O:14][C:15]([CH3:18])([CH3:17])[CH3:16])=[O:13]. Product: [C:15]([O:14][C:12]([NH:1][C:2]1[S:3][C:4]([C:7]([O:9][CH2:10][CH3:11])=[O:8])=[CH:5][N:6]=1)=[O:13])([CH3:18])([CH3:17])[CH3:16]. The catalyst class is: 630. (2) Reactant: [C:1]([O:5][C:6](=[O:19])[NH:7][CH2:8][C:9]1[CH:14]=[CH:13][C:12]([Cl:15])=[C:11]([N:16]=[C:17]=S)[CH:10]=1)([CH3:4])([CH3:3])[CH3:2].[Cl:20][C:21]1[CH:22]=[C:23]([NH2:37])[C:24]([NH2:36])=[CH:25][C:26]=1[N:27]1[CH2:31][CH2:30][CH:29]([CH2:32][N:33]([CH3:35])[CH3:34])[CH2:28]1.CC(C)N=C=NC(C)C. Product: [C:1]([O:5][C:6](=[O:19])[NH:7][CH2:8][C:9]1[CH:14]=[CH:13][C:12]([Cl:15])=[C:11]([NH:16][C:17]2[NH:36][C:24]3[CH:25]=[C:26]([N:27]4[CH2:31][CH2:30][CH:29]([CH2:32][N:33]([CH3:35])[CH3:34])[CH2:28]4)[C:21]([Cl:20])=[CH:22][C:23]=3[N:37]=2)[CH:10]=1)([CH3:4])([CH3:3])[CH3:2]. The catalyst class is: 3. (3) Reactant: C[Si](C)(C)[N-][Si](C)(C)C.[Na+].C1(C)C=CC=CC=1.[CH:18]1([CH2:24][CH2:25][C:26]([N:28]2[C@@H:32]([CH:33]([CH3:35])[CH3:34])[CH2:31][O:30][C:29]2=[O:36])=[O:27])[CH2:23][CH2:22][CH2:21][CH2:20][CH2:19]1.[C:37]([O:41][C:42](=[O:45])[CH2:43]Br)([CH3:40])([CH3:39])[CH3:38]. Product: [CH:18]1([CH2:24][CH:25]([C:26]([N:28]2[CH:32]([CH:33]([CH3:34])[CH3:35])[CH2:31][O:30][C:29]2=[O:36])=[O:27])[CH2:43][C:42]([O:41][C:37]([CH3:40])([CH3:39])[CH3:38])=[O:45])[CH2:19][CH2:20][CH2:21][CH2:22][CH2:23]1. The catalyst class is: 295. (4) Reactant: [OH:1][CH:2]([C:11]1[CH:16]=[CH:15][C:14]([O:17][CH3:18])=[CH:13][CH:12]=1)[C:3]([C:5]1[CH:10]=[CH:9][CH:8]=[CH:7][CH:6]=1)=[O:4].C(N(CC)CC)C.[CH3:26][O:27][C:28](=[O:38])[CH2:29][CH2:30][CH2:31][CH2:32][CH2:33][CH2:34][C:35](Cl)=[O:36]. Product: [CH3:26][O:27][C:28](=[O:38])[CH2:29][CH2:30][CH2:31][CH2:32][CH2:33][CH2:34][C:35]([O:1][CH:2]([C:11]1[CH:12]=[CH:13][C:14]([O:17][CH3:18])=[CH:15][CH:16]=1)[C:3](=[O:4])[C:5]1[CH:6]=[CH:7][CH:8]=[CH:9][CH:10]=1)=[O:36]. The catalyst class is: 2. (5) Reactant: [S:1]1[C:5]2[CH:6]=[CH:7][C:8]([C:10]3[C:19]([N:20]([CH:22]([CH3:24])[CH3:23])[CH3:21])=[N:18][C:17]4[C:12](=[CH:13][CH:14]=[C:15]([C:25]([O:27]C)=[O:26])[CH:16]=4)[N:11]=3)=[CH:9][C:4]=2[N:3]=[CH:2]1.[OH-].[Na+].O. Product: [S:1]1[C:5]2[CH:6]=[CH:7][C:8]([C:10]3[C:19]([N:20]([CH:22]([CH3:24])[CH3:23])[CH3:21])=[N:18][C:17]4[C:12](=[CH:13][CH:14]=[C:15]([C:25]([OH:27])=[O:26])[CH:16]=4)[N:11]=3)=[CH:9][C:4]=2[N:3]=[CH:2]1. The catalyst class is: 5.